Task: Regression. Given a peptide amino acid sequence and an MHC pseudo amino acid sequence, predict their binding affinity value. This is MHC class I binding data.. Dataset: Peptide-MHC class I binding affinity with 185,985 pairs from IEDB/IMGT (1) The peptide sequence is TPIGLAPTDV. The MHC is Mamu-A2201 with pseudo-sequence Mamu-A2201. The binding affinity (normalized) is 0.0298. (2) The peptide sequence is AGVNVGEQY. The MHC is HLA-A02:06 with pseudo-sequence HLA-A02:06. The binding affinity (normalized) is 0. (3) The peptide sequence is AIHPFALLL. The MHC is HLA-B15:01 with pseudo-sequence HLA-B15:01. The binding affinity (normalized) is 0.0847. (4) The peptide sequence is DEFVADIPS. The MHC is HLA-A02:03 with pseudo-sequence HLA-A02:03. The binding affinity (normalized) is 0.0847. (5) The peptide sequence is LGLGPWGKK. The MHC is Mamu-B6601 with pseudo-sequence YSYMYEEKAARTDVDTLYIIYRDYTWAVWAYTWY. The binding affinity (normalized) is 0.796. (6) The peptide sequence is ANKQYIHCFR. The MHC is HLA-A11:01 with pseudo-sequence HLA-A11:01. The binding affinity (normalized) is 0.00632. (7) The peptide sequence is STHEANTMAMM. The MHC is HLA-A02:06 with pseudo-sequence HLA-A02:06. The binding affinity (normalized) is 0.134. (8) The peptide sequence is WVGRASDPD. The MHC is HLA-B58:01 with pseudo-sequence HLA-B58:01. The binding affinity (normalized) is 0.0847. (9) The peptide sequence is IVNMGNPDY. The MHC is HLA-A29:02 with pseudo-sequence HLA-A29:02. The binding affinity (normalized) is 0.630.